This data is from Full USPTO retrosynthesis dataset with 1.9M reactions from patents (1976-2016). The task is: Predict the reactants needed to synthesize the given product. (1) Given the product [C:18]1(=[O:24])[O:23][CH2:21][CH2:20][O:19]1.[C:18]1(=[O:24])[O:19][CH2:20][CH2:6][CH2:22][CH2:21][O:23]1, predict the reactants needed to synthesize it. The reactants are: [H-].[Li+].[Li+].[B-]12(OC(=O)C(=O)O1)OC(=O)[C:6](=O)O2.O.[C:18]1(=[O:24])[O:23][CH:21]([CH3:22])[CH2:20][O:19]1. (2) Given the product [CH3:60][N:61]([CH3:70])[C:62]1[CH:69]=[CH:68][C:65]([CH2:66][NH:67][C:22]([C:21]2[CH:20]=[N:19][N:12]3[C@H:13]([C:15]([F:17])([F:16])[F:18])[CH2:14][C@H:9]([C:6]4[CH:5]=[CH:4][C:3]([CH2:1][CH3:2])=[CH:8][CH:7]=4)[NH:10][C:11]=23)=[O:24])=[CH:64][CH:63]=1, predict the reactants needed to synthesize it. The reactants are: [CH2:1]([C:3]1[CH:8]=[CH:7][C:6]([C@H:9]2[CH2:14][C@@H:13]([C:15]([F:18])([F:17])[F:16])[N:12]3[N:19]=[CH:20][C:21]([C:22]([OH:24])=O)=[C:11]3[NH:10]2)=[CH:5][CH:4]=1)[CH3:2].CN(C(ON1N=NC2C=CC=NC1=2)=[N+](C)C)C.F[P-](F)(F)(F)(F)F.C(N(CC)C(C)C)(C)C.Cl.Cl.[CH3:60][N:61]([CH3:70])[C:62]1[CH:69]=[CH:68][C:65]([CH2:66][NH2:67])=[CH:64][CH:63]=1. (3) Given the product [CH3:19][O:20][CH2:27][CH2:26][O:28][N:29]([CH3:44])[C:30]1[N:31]=[C:32]([NH:40][CH2:41][CH2:42][CH3:43])[N:33]=[C:34]([NH:36][CH2:37][C:38]#[CH:39])[N:35]=1, predict the reactants needed to synthesize it. The reactants are: ClC1N=C(NNCC#C)N=C(NNCCC)N=1.Cl.[CH3:19][O:20]CCONC.[CH2:26]([O:28][N:29]([CH3:44])[C:30]1[N:35]=[C:34]([NH:36][CH2:37][CH2:38][CH3:39])[N:33]=[C:32]([NH:40][CH2:41][C:42]#[CH:43])[N:31]=1)[CH3:27]. (4) Given the product [CH3:1][O:2][C:3]([C:5]1[C:13]([NH:14][C:15]2[CH:20]=[CH:19][C:18]([Br:21])=[CH:17][C:16]=2[Cl:22])=[C:12]([F:23])[C:8]2[N:9]=[CH:10][N:11]([CH2:31][CH2:30][S:32]([CH3:35])(=[O:34])=[O:33])[C:7]=2[CH:6]=1)=[O:4], predict the reactants needed to synthesize it. The reactants are: [CH3:1][O:2][C:3]([C:5]1[C:13]([NH:14][C:15]2[CH:20]=[CH:19][C:18]([Br:21])=[CH:17][C:16]=2[Cl:22])=[C:12]([F:23])[C:8]2[N:9]=[CH:10][NH:11][C:7]=2[CH:6]=1)=[O:4].C([O-])([O-])=O.[K+].[K+].[CH:30]([S:32]([CH3:35])(=[O:34])=[O:33])=[CH2:31]. (5) The reactants are: Br[C:2]1[CH:7]=[CH:6][N:5]2[CH:8]=[C:9]([C:11]3[CH:16]=[CH:15][CH:14]=[CH:13][CH:12]=3)[N:10]=[C:4]2[CH:3]=1.Cl.[F:18][C@@H:19]1[CH2:23][CH2:22][NH:21][CH2:20]1. Given the product [F:18][C@@H:19]1[CH2:23][CH2:22][N:21]([C:2]2[CH:7]=[CH:6][N:5]3[CH:8]=[C:9]([C:11]4[CH:16]=[CH:15][CH:14]=[CH:13][CH:12]=4)[N:10]=[C:4]3[CH:3]=2)[CH2:20]1, predict the reactants needed to synthesize it.